From a dataset of Reaction yield outcomes from USPTO patents with 853,638 reactions. Predict the reaction yield, written as a fraction of the theoretical maximum amount of product (1.0 means a 100% yield; for example, 0.34 means a 34% yield). (1) The reactants are [NH2:1][C:2]1[N:7]=[CH:6][N:5]=[C:4]2[N:8]([CH:12]([C:14]3[O:15][C:16]4[C:21]([C:22](=[O:31])[C:23]=3[C:24]3[CH:29]=[CH:28][CH:27]=[C:26]([F:30])[CH:25]=3)=[CH:20][CH:19]=[CH:18][CH:17]=4)[CH3:13])[N:9]=[C:10](I)[C:3]=12.[CH3:32][O:33][C:34]1[N:39]=[CH:38][C:37](B(O)O)=[CH:36][N:35]=1.C(=O)([O-])[O-].[Na+].[Na+].ClCCl. The catalyst is CN(C=O)C.C(O)C.O. The product is [NH2:1][C:2]1[N:7]=[CH:6][N:5]=[C:4]2[N:8]([CH:12]([C:14]3[O:15][C:16]4[C:21]([C:22](=[O:31])[C:23]=3[C:24]3[CH:29]=[CH:28][CH:27]=[C:26]([F:30])[CH:25]=3)=[CH:20][CH:19]=[CH:18][CH:17]=4)[CH3:13])[N:9]=[C:10]([C:37]3[CH:36]=[N:35][C:34]([O:33][CH3:32])=[N:39][CH:38]=3)[C:3]=12. The yield is 0.510. (2) The reactants are [Si:1]([O:8][C@@H:9]1[C@@H:14]([CH:15]2[CH2:17][CH2:16]2)[CH2:13][NH:12][CH2:11][C@H:10]1[NH:18][C:19](=[O:25])[O:20][C:21]([CH3:24])([CH3:23])[CH3:22])([C:4]([CH3:7])([CH3:6])[CH3:5])([CH3:3])[CH3:2].Cl[C:27]1[CH:32]=[CH:31][N:30]=[CH:29][C:28]=1[N+:33]([O-:35])=[O:34]. The catalyst is CC(O)C.CCOC(C)=O.O. The product is [Si:1]([O:8][C@@H:9]1[C@@H:14]([CH:15]2[CH2:17][CH2:16]2)[CH2:13][N:12]([C:27]2[CH:32]=[CH:31][N:30]=[CH:29][C:28]=2[N+:33]([O-:35])=[O:34])[CH2:11][C@H:10]1[NH:18][C:19](=[O:25])[O:20][C:21]([CH3:24])([CH3:23])[CH3:22])([C:4]([CH3:7])([CH3:6])[CH3:5])([CH3:3])[CH3:2]. The yield is 0.560. (3) The product is [C:19]([O:18][C:16]([N:9]1[CH2:8][CH:7]2[O:15][CH:11]([C:12]3[C:6]2=[CH:5][C:4]([NH2:1])=[CH:14][CH:13]=3)[CH2:10]1)=[O:17])([CH3:22])([CH3:21])[CH3:20]. The reactants are [N+:1]([C:4]1[CH:5]=[C:6]2[C:12](=[CH:13][CH:14]=1)[CH:11]1[O:15][CH:7]2[CH2:8][NH:9][CH2:10]1)([O-])=O.[C:16](O[C:16]([O:18][C:19]([CH3:22])([CH3:21])[CH3:20])=[O:17])([O:18][C:19]([CH3:22])([CH3:21])[CH3:20])=[O:17].C(N(CC)CC)C.C(O)C. The yield is 0.970. The catalyst is O1CCCC1.[Pd].C(Cl)Cl. (4) The reactants are [CH2:1]([O:8][C:9]1[CH:18]=[C:17]2[C:12]([C:13](=O)[CH:14]=[CH:15][NH:16]2)=[CH:11][C:10]=1[CH2:20][CH2:21][CH2:22][CH3:23])[C:2]1[CH:7]=[CH:6][CH:5]=[CH:4][CH:3]=1.O=P(Cl)(Cl)[Cl:26].CN(C)C1C=CC=CC=1. No catalyst specified. The product is [ClH:26].[CH2:1]([O:8][C:9]1[CH:18]=[C:17]2[C:12]([C:13]([Cl:26])=[CH:14][CH:15]=[N:16]2)=[CH:11][C:10]=1[CH2:20][CH2:21][CH2:22][CH3:23])[C:2]1[CH:7]=[CH:6][CH:5]=[CH:4][CH:3]=1. The yield is 0.990.